Dataset: Reaction yield outcomes from USPTO patents with 853,638 reactions. Task: Predict the reaction yield, written as a fraction of the theoretical maximum amount of product (1.0 means a 100% yield; for example, 0.34 means a 34% yield). The reactants are C[O:2][C:3]1[CH:4]=[C:5]([C:9]2[C:10]([NH2:20])=[N:11][NH:12][C:13]=2[C:14]2[CH:19]=[CH:18][N:17]=[CH:16][CH:15]=2)[CH:6]=[CH:7][CH:8]=1.Cl.N1C=CC=CC=1. The catalyst is [OH-].[NH4+]. The product is [NH2:20][C:10]1[C:9]([C:5]2[CH:4]=[C:3]([OH:2])[CH:8]=[CH:7][CH:6]=2)=[C:13]([C:14]2[CH:19]=[CH:18][N:17]=[CH:16][CH:15]=2)[NH:12][N:11]=1. The yield is 0.780.